Task: Regression. Given a peptide amino acid sequence and an MHC pseudo amino acid sequence, predict their binding affinity value. This is MHC class I binding data.. Dataset: Peptide-MHC class I binding affinity with 185,985 pairs from IEDB/IMGT The binding affinity (normalized) is 0.0125. The peptide sequence is FLILALLAIV. The MHC is HLA-A01:01 with pseudo-sequence HLA-A01:01.